Dataset: Catalyst prediction with 721,799 reactions and 888 catalyst types from USPTO. Task: Predict which catalyst facilitates the given reaction. (1) Reactant: [NH2:1][C:2]1[N:10]=[C:9]([O:11][CH2:12][CH2:13][CH2:14][CH3:15])[N:8]=[C:7]2[C:3]=1[NH:4][C:5](=[O:29])[N:6]2[CH2:16][CH2:17][CH2:18][NH:19][CH2:20][CH2:21][CH2:22][N:23]1[CH2:28][CH2:27][O:26][CH2:25][CH2:24]1.[CH3:30][S:31]([C:34]1[CH:41]=[CH:40][C:37]([CH2:38]Br)=[CH:36][CH:35]=1)(=[O:33])=[O:32].C(=O)([O-])[O-].[K+].[K+]. Product: [NH2:1][C:2]1[N:10]=[C:9]([O:11][CH2:12][CH2:13][CH2:14][CH3:15])[N:8]=[C:7]2[C:3]=1[NH:4][C:5](=[O:29])[N:6]2[CH2:16][CH2:17][CH2:18][N:19]([CH2:38][C:37]1[CH:36]=[CH:35][C:34]([S:31]([CH3:30])(=[O:33])=[O:32])=[CH:41][CH:40]=1)[CH2:20][CH2:21][CH2:22][N:23]1[CH2:24][CH2:25][O:26][CH2:27][CH2:28]1. The catalyst class is: 121. (2) Reactant: [NH2:1][C:2]1[C:13]([Cl:14])=[CH:12][C:5]([O:6][CH2:7][C:8]([O:10][CH3:11])=[O:9])=[C:4]([O:15][CH2:16][C:17]2[C:22]([O:23][CH3:24])=[CH:21][CH:20]=[C:19]([F:25])[C:18]=2[F:26])[CH:3]=1.C(N(CC)C(C)C)(C)C.[Cl:36][C:37]1[C:42]([N+:43]([O-:45])=[O:44])=[C:41](Cl)[N:40]=[C:39]([CH3:47])[N:38]=1.C(OCC)(=O)C. Product: [Cl:14][C:13]1[C:2]([NH:1][C:41]2[C:42]([N+:43]([O-:45])=[O:44])=[C:37]([Cl:36])[N:38]=[C:39]([CH3:47])[N:40]=2)=[CH:3][C:4]([O:15][CH2:16][C:17]2[C:22]([O:23][CH3:24])=[CH:21][CH:20]=[C:19]([F:25])[C:18]=2[F:26])=[C:5]([CH:12]=1)[O:6][CH2:7][C:8]([O:10][CH3:11])=[O:9]. The catalyst class is: 47.